From a dataset of Full USPTO retrosynthesis dataset with 1.9M reactions from patents (1976-2016). Predict the reactants needed to synthesize the given product. Given the product [CH:85]1([CH:80]([NH:79][C:43](=[O:44])[CH2:34][NH:33][C:31](=[O:32])[CH2:30][O:29][C:28]2[CH:38]=[CH:39][C:25]([C@@H:9]3[C@@H:10]([S:13][CH2:14][C:15]([C:17]4[CH:18]=[CH:19][C:20]([O:23][CH3:24])=[CH:21][CH:22]=4)=[O:16])[C:11](=[O:12])[N:8]3[C:5]3[CH:6]=[CH:7][C:2]([F:1])=[CH:3][CH:4]=3)=[CH:26][CH:27]=2)[CH2:81][C:82]([OH:84])=[O:83])[CH2:90][CH2:89][CH2:88][CH2:87][CH2:86]1, predict the reactants needed to synthesize it. The reactants are: [F:1][C:2]1[CH:7]=[CH:6][C:5]([N:8]2[C:11](=[O:12])[C@H:10]([S:13][CH2:14][C:15]([C:17]3[CH:22]=[CH:21][C:20]([O:23][CH3:24])=[CH:19][CH:18]=3)=[O:16])[C@H:9]2[C:25]2[CH:39]=[CH:38][C:28]([O:29][CH2:30][C:31]([NH:33][CH2:34]C(O)=O)=[O:32])=[CH:27][CH:26]=2)=[CH:4][CH:3]=1.CN1CC[O:44][CH2:43]C1.ON1C2C=CC=CC=2N=N1.CN(C(ON1N=NC2C=CC=CC1=2)=[N+](C)C)C.[B-](F)(F)(F)F.[NH2:79][CH:80]([CH:85]1[CH2:90][CH2:89][CH2:88][CH2:87][CH2:86]1)[CH2:81][C:82]([OH:84])=[O:83].